From a dataset of Forward reaction prediction with 1.9M reactions from USPTO patents (1976-2016). Predict the product of the given reaction. (1) The product is: [F:1][C:2]1[CH:3]=[C:4]([CH:7]=[C:8]([N+:10]([O-:12])=[O:11])[CH:9]=1)/[CH:5]=[N:17]/[CH2:16][CH:15]([O:18][CH3:19])[O:14][CH3:13]. Given the reactants [F:1][C:2]1[CH:3]=[C:4]([CH:7]=[C:8]([N+:10]([O-:12])=[O:11])[CH:9]=1)[CH:5]=O.[CH3:13][O:14][CH:15]([O:18][CH3:19])[CH2:16][NH2:17], predict the reaction product. (2) The product is: [CH:7]1([CH2:6][NH:5][C:12](=[O:11])[C:13]2[CH:18]=[CH:17][C:16]([O:19][CH2:20][C:21]3[C:22]([C:28]4[CH:33]=[CH:32][C:31]([F:34])=[C:30]([F:35])[CH:29]=4)=[N:23][O:24][C:25]=3[CH2:26][OH:27])=[N:15][CH:14]=2)[CH2:9][CH2:8]1. Given the reactants C[Al](C)C.[NH2:5][CH2:6][CH:7]1[CH2:9][CH2:8]1.C[O:11][C:12](=O)[C:13]1[CH:18]=[CH:17][C:16]([O:19][CH2:20][C:21]2[C:22]([C:28]3[CH:33]=[CH:32][C:31]([F:34])=[C:30]([F:35])[CH:29]=3)=[N:23][O:24][C:25]=2[CH2:26][OH:27])=[N:15][CH:14]=1, predict the reaction product. (3) Given the reactants C(OC(=O)[NH:7][C:8]1[CH:13]=[CH:12][CH:11]=[CH:10][C:9]=1[NH:14][C:15]([C:17]1[S:21][C:20]2[CH:22]=[CH:23][C:24]([O:26][CH2:27][C:28]3[CH:33]=[CH:32][CH:31]=[CH:30][N:29]=3)=[CH:25][C:19]=2[CH:18]=1)=[O:16])(C)(C)C.C(=O)(O)[O-].[Na+], predict the reaction product. The product is: [NH2:7][C:8]1[CH:13]=[CH:12][CH:11]=[CH:10][C:9]=1[NH:14][C:15]([C:17]1[S:21][C:20]2[CH:22]=[CH:23][C:24]([O:26][CH2:27][C:28]3[CH:33]=[CH:32][CH:31]=[CH:30][N:29]=3)=[CH:25][C:19]=2[CH:18]=1)=[O:16]. (4) Given the reactants C(N(CC)CC)C.[C:8]([N:15]1[CH:19]=[CH:18][N:17]=[CH:16]1)([N:10]1[CH:14]=[CH:13]N=[CH:11]1)=[O:9].Cl.N1CC[CH:24]([O:27][C:28]2[N:33]=[CH:32][N:31]=[C:30]([N:34]3[C:42]4[C:37](=[CH:38][C:39]([S:43]([CH2:46][CH2:47][CH3:48])(=[O:45])=[O:44])=[CH:40][CH:41]=4)[CH2:36][CH2:35]3)[CH:29]=2)[CH2:23]C1, predict the reaction product. The product is: [N:15]1([C:8]([N:10]2[CH2:11][CH2:23][CH:24]([O:27][C:28]3[N:33]=[CH:32][N:31]=[C:30]([N:34]4[C:42]5[C:37](=[CH:38][C:39]([S:43]([CH2:46][CH2:47][CH3:48])(=[O:45])=[O:44])=[CH:40][CH:41]=5)[CH2:36][CH2:35]4)[CH:29]=3)[CH2:13][CH2:14]2)=[O:9])[CH:19]=[CH:18][N:17]=[CH:16]1.